From a dataset of Catalyst prediction with 721,799 reactions and 888 catalyst types from USPTO. Predict which catalyst facilitates the given reaction. Reactant: [F:1][C:2]([F:13])([C:5]1[CH:10]=[CH:9][CH:8]=[CH:7][C:6]=1[CH2:11][OH:12])[CH2:3][OH:4].C(Cl)(Cl)Cl. Product: [F:1][C:2]1([F:13])[C:5]2[C:6](=[CH:7][CH:8]=[CH:9][CH:10]=2)[C:11](=[O:12])[O:4][CH2:3]1. The catalyst class is: 697.